This data is from Full USPTO retrosynthesis dataset with 1.9M reactions from patents (1976-2016). The task is: Predict the reactants needed to synthesize the given product. (1) Given the product [CH3:1][O:2][C:3]1[CH:11]=[CH:10][CH:9]=[C:8]2[C:4]=1[CH:5]=[CH:6][N:7]2[CH3:15], predict the reactants needed to synthesize it. The reactants are: [CH3:1][O:2][C:3]1[CH:11]=[CH:10][CH:9]=[C:8]2[C:4]=1[CH:5]=[CH:6][NH:7]2.[H-].[Na+].I[CH3:15]. (2) The reactants are: [C:1]([CH2:4][C:5]1[C:9]2[C:10]([C:16](=[O:26])[CH2:17][C:18]3[C:23]([Cl:24])=[CH:22][N:21]=[CH:20][C:19]=3[Cl:25])=[CH:11][CH:12]=[C:13]([O:14][CH3:15])[C:8]=2[O:7][CH:6]=1)([OH:3])=[O:2].[CH2:27](O)[CH2:28][C:29]1[CH:34]=[CH:33][CH:32]=[CH:31][CH:30]=1. Given the product [Cl:24][C:23]1[CH:22]=[N:21][CH:20]=[C:19]([Cl:25])[C:18]=1[CH2:17][C:16]([C:10]1[C:9]2[C:5]([CH2:4][C:1]([O:3][CH2:27][CH2:28][C:29]3[CH:34]=[CH:33][CH:32]=[CH:31][CH:30]=3)=[O:2])=[CH:6][O:7][C:8]=2[C:13]([O:14][CH3:15])=[CH:12][CH:11]=1)=[O:26], predict the reactants needed to synthesize it. (3) Given the product [I:13][C:10]1[CH:11]=[CH:12][C:7]([C:17]2([OH:20])[CH2:18][CH2:19][O:14][CH2:15][CH2:16]2)=[CH:8][CH:9]=1, predict the reactants needed to synthesize it. The reactants are: C([Li])CCC.I[C:7]1[CH:12]=[CH:11][C:10]([I:13])=[CH:9][CH:8]=1.[O:14]1[CH2:19][CH2:18][C:17](=[O:20])[CH2:16][CH2:15]1.O.